This data is from Peptide-MHC class I binding affinity with 185,985 pairs from IEDB/IMGT. The task is: Regression. Given a peptide amino acid sequence and an MHC pseudo amino acid sequence, predict their binding affinity value. This is MHC class I binding data. (1) The MHC is HLA-A24:02 with pseudo-sequence HLA-A24:02. The peptide sequence is IMLIPTVMAF. The binding affinity (normalized) is 0.321. (2) The peptide sequence is RRPGNKTVLP. The MHC is Mamu-B08 with pseudo-sequence Mamu-B08. The binding affinity (normalized) is 0.0427. (3) The binding affinity (normalized) is 0.0847. The peptide sequence is AMHYIRHRA. The MHC is HLA-B58:01 with pseudo-sequence HLA-B58:01. (4) The peptide sequence is GSSKGNCAIK. The MHC is HLA-A68:01 with pseudo-sequence HLA-A68:01. The binding affinity (normalized) is 0.710. (5) The peptide sequence is QRHPNFPSK. The MHC is HLA-B08:02 with pseudo-sequence HLA-B08:02. The binding affinity (normalized) is 0.0847. (6) The peptide sequence is GMAEDLQSL. The MHC is HLA-A11:01 with pseudo-sequence HLA-A11:01. The binding affinity (normalized) is 0.0847.